From a dataset of KCNQ2 potassium channel screen with 302,405 compounds. Binary Classification. Given a drug SMILES string, predict its activity (active/inactive) in a high-throughput screening assay against a specified biological target. (1) The molecule is S(CC(O)COC)c1nc([nH]c1[N+]([O-])=O)C. The result is 0 (inactive). (2) The drug is o1c(c(N)c2c1ccc(OC)c2)C(=O)CCC(OC)=O. The result is 0 (inactive).